From a dataset of Forward reaction prediction with 1.9M reactions from USPTO patents (1976-2016). Predict the product of the given reaction. (1) Given the reactants OC1C=C(C=CC=1)OCC[N:8]1[C:16](=[O:17])[C:15]2[C:10](=[CH:11][CH:12]=[CH:13][CH:14]=2)[C:9]1=[O:18].C(=O)([O-])[O-].[Cs+].[Cs+], predict the reaction product. The product is: [C:16]1(=[O:17])[NH:8][C:9](=[O:18])[C:10]2=[CH:11][CH:12]=[CH:13][CH:14]=[C:15]12. (2) Given the reactants C(OC([N:8]1[CH2:13][CH2:12][N:11]([C:14]2[C:15]3[C:29]([Cl:30])=[CH:28][N:27]=[C:26]([N:31]([CH3:33])[CH3:32])[C:16]=3[N:17]=[C:18]([C:20]3[CH:25]=[CH:24][N:23]=[CH:22][CH:21]=3)[N:19]=2)[CH2:10][CH2:9]1)=O)(C)(C)C.C(Cl)Cl.Cl, predict the reaction product. The product is: [Cl:30][C:29]1[C:15]2[C:14]([N:11]3[CH2:12][CH2:13][NH:8][CH2:9][CH2:10]3)=[N:19][C:18]([C:20]3[CH:21]=[CH:22][N:23]=[CH:24][CH:25]=3)=[N:17][C:16]=2[C:26]([N:31]([CH3:33])[CH3:32])=[N:27][CH:28]=1. (3) Given the reactants [F:1][C:2]1[CH:21]=[CH:20][CH:19]=[C:18]([F:22])[C:3]=1[O:4][C:5]1[CH:10]=[N:9][N:8](C2CCCCO2)[C:7](=[O:17])[CH:6]=1.Cl.O, predict the reaction product. The product is: [F:1][C:2]1[CH:21]=[CH:20][CH:19]=[C:18]([F:22])[C:3]=1[O:4][C:5]1[CH:10]=[N:9][NH:8][C:7](=[O:17])[CH:6]=1.